From a dataset of NCI-60 drug combinations with 297,098 pairs across 59 cell lines. Regression. Given two drug SMILES strings and cell line genomic features, predict the synergy score measuring deviation from expected non-interaction effect. (1) Drug 1: CC1C(C(=O)NC(C(=O)N2CCCC2C(=O)N(CC(=O)N(C(C(=O)O1)C(C)C)C)C)C(C)C)NC(=O)C3=C4C(=C(C=C3)C)OC5=C(C(=O)C(=C(C5=N4)C(=O)NC6C(OC(=O)C(N(C(=O)CN(C(=O)C7CCCN7C(=O)C(NC6=O)C(C)C)C)C)C(C)C)C)N)C. Drug 2: C1C(C(OC1N2C=C(C(=O)NC2=O)F)CO)O. Cell line: OVCAR-8. Synergy scores: CSS=22.9, Synergy_ZIP=-4.83, Synergy_Bliss=1.69, Synergy_Loewe=-4.28, Synergy_HSA=1.85. (2) Drug 1: CN(C)C1=NC(=NC(=N1)N(C)C)N(C)C. Drug 2: C1=CN(C=N1)CC(O)(P(=O)(O)O)P(=O)(O)O. Cell line: U251. Synergy scores: CSS=-5.97, Synergy_ZIP=0.267, Synergy_Bliss=-4.32, Synergy_Loewe=-8.03, Synergy_HSA=-6.81. (3) Drug 1: CC1=C2C(C(=O)C3(C(CC4C(C3C(C(C2(C)C)(CC1OC(=O)C(C(C5=CC=CC=C5)NC(=O)OC(C)(C)C)O)O)OC(=O)C6=CC=CC=C6)(CO4)OC(=O)C)OC)C)OC. Drug 2: C1CCC(C(C1)N)N.C(=O)(C(=O)[O-])[O-].[Pt+4]. Cell line: OVCAR-5. Synergy scores: CSS=44.7, Synergy_ZIP=1.28, Synergy_Bliss=0.395, Synergy_Loewe=-9.52, Synergy_HSA=3.45. (4) Drug 1: COC1=CC(=CC(=C1O)OC)C2C3C(COC3=O)C(C4=CC5=C(C=C24)OCO5)OC6C(C(C7C(O6)COC(O7)C8=CC=CS8)O)O. Drug 2: C1CC(C1)(C(=O)O)C(=O)O.[NH2-].[NH2-].[Pt+2]. Cell line: BT-549. Synergy scores: CSS=39.4, Synergy_ZIP=-6.49, Synergy_Bliss=-3.12, Synergy_Loewe=-10.7, Synergy_HSA=0.353. (5) Drug 1: CS(=O)(=O)CCNCC1=CC=C(O1)C2=CC3=C(C=C2)N=CN=C3NC4=CC(=C(C=C4)OCC5=CC(=CC=C5)F)Cl. Drug 2: CC1C(C(CC(O1)OC2CC(OC(C2O)C)OC3=CC4=CC5=C(C(=O)C(C(C5)C(C(=O)C(C(C)O)O)OC)OC6CC(C(C(O6)C)O)OC7CC(C(C(O7)C)O)OC8CC(C(C(O8)C)O)(C)O)C(=C4C(=C3C)O)O)O)O. Cell line: RXF 393. Synergy scores: CSS=64.2, Synergy_ZIP=2.98, Synergy_Bliss=5.10, Synergy_Loewe=-15.8, Synergy_HSA=0.0867. (6) Drug 1: C1=CC(=CC=C1CCC2=CNC3=C2C(=O)NC(=N3)N)C(=O)NC(CCC(=O)O)C(=O)O. Drug 2: CN1C(=O)N2C=NC(=C2N=N1)C(=O)N. Synergy scores: CSS=20.6, Synergy_ZIP=-3.94, Synergy_Bliss=2.83, Synergy_Loewe=-24.1, Synergy_HSA=2.18. Cell line: SF-268. (7) Drug 1: CC1=C(C=C(C=C1)NC(=O)C2=CC=C(C=C2)CN3CCN(CC3)C)NC4=NC=CC(=N4)C5=CN=CC=C5. Drug 2: C1CN1C2=NC(=NC(=N2)N3CC3)N4CC4. Cell line: NCIH23. Synergy scores: CSS=56.8, Synergy_ZIP=-2.57, Synergy_Bliss=-1.38, Synergy_Loewe=-1.01, Synergy_HSA=0.244. (8) Drug 1: CC1CCC2CC(C(=CC=CC=CC(CC(C(=O)C(C(C(=CC(C(=O)CC(OC(=O)C3CCCCN3C(=O)C(=O)C1(O2)O)C(C)CC4CCC(C(C4)OC)O)C)C)O)OC)C)C)C)OC. Drug 2: CC1=C(C(=CC=C1)Cl)NC(=O)C2=CN=C(S2)NC3=CC(=NC(=N3)C)N4CCN(CC4)CCO. Cell line: HCT-15. Synergy scores: CSS=3.67, Synergy_ZIP=-1.53, Synergy_Bliss=1.32, Synergy_Loewe=0.0253, Synergy_HSA=-0.103.